This data is from Forward reaction prediction with 1.9M reactions from USPTO patents (1976-2016). The task is: Predict the product of the given reaction. (1) The product is: [CH2:1]=[C:8]1[CH2:12][N:11]([C:13]([O:15][C:16]([CH3:19])([CH3:18])[CH3:17])=[O:14])[C@H:10]([C:20]([O:22][CH3:23])=[O:21])[CH2:9]1. Given the reactants [CH3:1]C(C)([O-])C.[K+].O=[C:8]1[CH2:12][N:11]([C:13]([O:15][C:16]([CH3:19])([CH3:18])[CH3:17])=[O:14])[C@H:10]([C:20]([O:22][CH3:23])=[O:21])[CH2:9]1.[Cl-].[NH4+], predict the reaction product. (2) Given the reactants [CH3:1][O:2][C:3](=[O:16])[CH2:4][C:5]1[CH:10]=[C:9]([C:11]([F:14])([F:13])[F:12])[CH:8]=[C:7]([OH:15])[CH:6]=1.C(=O)([O-])[O-].[Cs+].[Cs+].C1C=CC(N([S:30]([C:33]([F:36])([F:35])[F:34])(=[O:32])=[O:31])[S:30]([C:33]([F:36])([F:35])[F:34])(=[O:32])=[O:31])=CC=1.CCOC(C)=O, predict the reaction product. The product is: [CH3:1][O:2][C:3](=[O:16])[CH2:4][C:5]1[CH:10]=[C:9]([C:11]([F:13])([F:12])[F:14])[CH:8]=[C:7]([O:15][S:30]([C:33]([F:36])([F:35])[F:34])(=[O:32])=[O:31])[CH:6]=1. (3) Given the reactants C([O-])(=O)C.[NH4+].C(O)(=O)C.O[N:11]=[C:12]([CH:18]([CH2:23][C:24](=O)[CH3:25])[CH:19]([CH3:22])[CH2:20][CH3:21])[C:13]([O:15][CH2:16][CH3:17])=[O:14], predict the reaction product. The product is: [CH:19]([C:18]1[CH:23]=[C:24]([CH3:25])[NH:11][C:12]=1[C:13]([O:15][CH2:16][CH3:17])=[O:14])([CH2:20][CH3:21])[CH3:22]. (4) Given the reactants [CH3:1][C:2]1[CH:7]=[C:6]([N+:8]([O-:10])=[O:9])[CH:5]=[CH:4][C:3]=1[N:11]=[C:12]1[S:16][CH2:15][C:14]2([CH2:20][CH2:19][CH2:18][CH2:17]2)[NH:13]1.[CH:21]1(Br)[CH2:27][CH2:26][CH2:25][CH2:24][CH2:23][CH2:22]1, predict the reaction product. The product is: [CH3:1][C:2]1[CH:7]=[C:6]([N+:8]([O-:10])=[O:9])[CH:5]=[CH:4][C:3]=1[N:11]=[C:12]1[S:16][CH2:15][C:14]2([CH2:17][CH2:18][CH2:19][CH2:20]2)[N:13]1[CH:21]1[CH2:27][CH2:26][CH2:25][CH2:24][CH2:23][CH2:22]1.